The task is: Predict which catalyst facilitates the given reaction.. This data is from Catalyst prediction with 721,799 reactions and 888 catalyst types from USPTO. (1) Reactant: [Cl:1][C:2]1[CH:7]=[CH:6][C:5]([CH:8]([C:10]2[CH:15]=[CH:14][CH:13]=[CH:12][CH:11]=2)O)=[C:4]([CH3:16])[CH:3]=1.O=S(Cl)[Cl:19]. Product: [Cl:1][C:2]1[CH:7]=[CH:6][C:5]([CH:8]([Cl:19])[C:10]2[CH:15]=[CH:14][CH:13]=[CH:12][CH:11]=2)=[C:4]([CH3:16])[CH:3]=1. The catalyst class is: 2. (2) Reactant: [Cl:1][C:2]1[CH:10]=[CH:9][C:5]([C:6](Cl)=O)=[CH:4][N:3]=1.[Cl:11][C:12]1[CH:17]=[CH:16][CH:15]=[C:14]([NH2:18])[C:13]=1[NH:19][CH2:20][CH:21]([CH3:23])[CH3:22]. Product: [Cl:11][C:12]1[C:13]2[N:19]([CH2:20][CH:21]([CH3:23])[CH3:22])[C:6]([C:5]3[CH:4]=[N:3][C:2]([Cl:1])=[CH:10][CH:9]=3)=[N:18][C:14]=2[CH:15]=[CH:16][CH:17]=1. The catalyst class is: 2. (3) Reactant: [NH2:1][C:2]1[CH:3]=[C:4]([C:8]2[C:12]([C:13]3[CH:18]=[CH:17][N:16]=[C:15]([NH2:19])[N:14]=3)=[CH:11][N:10]([CH2:20][C:21]3[CH:26]=[CH:25][C:24]([O:27][CH3:28])=[CH:23][CH:22]=3)[N:9]=2)[CH:5]=[CH:6][CH:7]=1.[F:29][C:30]1[CH:35]=[CH:34][C:33]([F:36])=[CH:32][C:31]=1[S:37](Cl)(=[O:39])=[O:38].[Na]. Product: [NH2:19][C:15]1[N:14]=[C:13]([C:12]2[C:8]([C:4]3[CH:3]=[C:2]([NH:1][S:37]([C:31]4[CH:32]=[C:33]([F:36])[CH:34]=[CH:35][C:30]=4[F:29])(=[O:39])=[O:38])[CH:7]=[CH:6][CH:5]=3)=[N:9][N:10]([CH2:20][C:21]3[CH:22]=[CH:23][C:24]([O:27][CH3:28])=[CH:25][CH:26]=3)[CH:11]=2)[CH:18]=[CH:17][N:16]=1. The catalyst class is: 17. (4) Reactant: [CH3:1][C:2]1[N:6]([C:7]2[CH:15]=[CH:14][C:10]([C:11]([OH:13])=O)=[CH:9][C:8]=2[C:16]([F:19])([F:18])[F:17])[C:5]2[CH2:20][CH2:21][CH2:22][C:4]=2[N:3]=1.C(N(C(C)C)CC)(C)C.[Cl:32][C:33]1[CH:44]=[CH:43][C:36]2[NH:37][C:38]([C@@H:40]([NH2:42])[CH3:41])=[N:39][C:35]=2[CH:34]=1.ClCl. The catalyst class is: 9. Product: [Cl:32][C:33]1[CH:44]=[CH:43][C:36]2[NH:37][C:38]([C@@H:40]([NH:42][C:11](=[O:13])[C:10]3[CH:14]=[CH:15][C:7]([N:6]4[C:5]5[CH2:20][CH2:21][CH2:22][C:4]=5[N:3]=[C:2]4[CH3:1])=[C:8]([C:16]([F:19])([F:17])[F:18])[CH:9]=3)[CH3:41])=[N:39][C:35]=2[CH:34]=1.